Predict which catalyst facilitates the given reaction. From a dataset of Catalyst prediction with 721,799 reactions and 888 catalyst types from USPTO. (1) Reactant: [O:1]=[S:2]1(=[O:36])[CH2:7][CH2:6][CH2:5][CH2:4][N:3]1[C:8]1[N:17]=[C:16]([C:18]([NH:20][CH2:21][C:22]2[CH:27]=[CH:26][C:25]([F:28])=[CH:24][C:23]=2[C:29]([NH:31][CH:32]([CH3:34])[CH3:33])=[O:30])=[O:19])[C:15]([OH:35])=[C:14]2[C:9]=1[CH:10]=[CH:11][CH:12]=[N:13]2.[OH-].[Na+:38]. Product: [O:36]=[S:2]1(=[O:1])[CH2:7][CH2:6][CH2:5][CH2:4][N:3]1[C:8]1[N:17]=[C:16]([C:18]([NH:20][CH2:21][C:22]2[CH:27]=[CH:26][C:25]([F:28])=[CH:24][C:23]=2[C:29]([NH:31][CH:32]([CH3:34])[CH3:33])=[O:30])=[O:19])[C:15]([O-:35])=[C:14]2[C:9]=1[CH:10]=[CH:11][CH:12]=[N:13]2.[Na+:38]. The catalyst class is: 21. (2) Reactant: Br[CH2:2][C:3]1[N:4]=[C:5]([CH3:13])[O:6][C:7]=1[C:8]([O:10][CH2:11][CH3:12])=[O:9].C(N)(=[S:16])C. Product: [SH:16][CH2:2][C:3]1[N:4]=[C:5]([CH3:13])[O:6][C:7]=1[C:8]([O:10][CH2:11][CH3:12])=[O:9]. The catalyst class is: 8. (3) Reactant: Br[C:2]1[CH:23]=[CH:22][C:5]2[C:6]3[N:7]([CH:11]=[C:12]([C:14]4[N:18]([CH:19]([CH3:21])[CH3:20])[N:17]=[CH:16][N:15]=4)[N:13]=3)[CH2:8][CH2:9][O:10][C:4]=2[CH:3]=1.[CH3:24][C:25]1([CH3:41])[C:29]([CH3:31])([CH3:30])[O:28][B:27]([B:27]2[O:28][C:29]([CH3:31])([CH3:30])[C:25]([CH3:41])([CH3:24])[O:26]2)[O:26]1.CC([O-])=O.[K+]. Product: [CH:19]([N:18]1[C:14]([C:12]2[N:13]=[C:6]3[C:5]4[CH:22]=[CH:23][C:2]([B:27]5[O:28][C:29]([CH3:31])([CH3:30])[C:25]([CH3:41])([CH3:24])[O:26]5)=[CH:3][C:4]=4[O:10][CH2:9][CH2:8][N:7]3[CH:11]=2)=[N:15][CH:16]=[N:17]1)([CH3:21])[CH3:20]. The catalyst class is: 151. (4) Reactant: I[C:2]1[C:10]2[C:5](=[CH:6][CH:7]=[CH:8][CH:9]=2)[N:4]([S:11]([C:14]2[CH:19]=[CH:18][C:17]([CH3:20])=[CH:16][CH:15]=2)(=[O:13])=[O:12])[CH:3]=1.C([Li])CCC.[CH2:26]([Sn:30](Cl)([CH2:35][CH2:36][CH2:37][CH3:38])[CH2:31][CH2:32][CH2:33][CH3:34])[CH2:27][CH2:28][CH3:29].[F-].[K+]. Product: [CH2:35]([Sn:30]([CH2:26][CH2:27][CH2:28][CH3:29])([CH2:31][CH2:32][CH2:33][CH3:34])[C:2]1[C:10]2[C:5](=[CH:6][CH:7]=[CH:8][CH:9]=2)[N:4]([S:11]([C:14]2[CH:19]=[CH:18][C:17]([CH3:20])=[CH:16][CH:15]=2)(=[O:13])=[O:12])[CH:3]=1)[CH2:36][CH2:37][CH3:38]. The catalyst class is: 1. (5) Reactant: [Cl:1][C:2]1[CH:3]=[CH:4][C:5]2[NH:11][C:10](=[N:12][NH:13][C:14]([CH:16]3[CH2:18][CH2:17]3)=O)[C@@H:9]([CH2:19][C:20]([O:22][CH3:23])=[O:21])[S:8][C@H:7]([C:24]3[CH:29]=[CH:28][CH:27]=[C:26]([O:30][CH3:31])[C:25]=3[O:32][CH3:33])[C:6]=2[CH:34]=1. Product: [Cl:1][C:2]1[CH:3]=[CH:4][C:5]2[N:11]3[C:14]([CH:16]4[CH2:17][CH2:18]4)=[N:13][N:12]=[C:10]3[C@@H:9]([CH2:19][C:20]([O:22][CH3:23])=[O:21])[S:8][C@H:7]([C:24]3[CH:29]=[CH:28][CH:27]=[C:26]([O:30][CH3:31])[C:25]=3[O:32][CH3:33])[C:6]=2[CH:34]=1. The catalyst class is: 15. (6) Reactant: [H-].[Na+].[CH3:3][O:4][CH2:5][CH2:6][O:7][CH2:8][CH2:9][SH:10].[Cl:11][C:12]1[CH:13]=[C:14]([S:19]([NH2:22])(=[O:21])=[O:20])[CH:15]=[CH:16][C:17]=1F.O. Product: [Cl:11][C:12]1[CH:13]=[C:14]([S:19]([NH2:22])(=[O:20])=[O:21])[CH:15]=[CH:16][C:17]=1[S:10][CH2:9][CH2:8][O:7][CH2:6][CH2:5][O:4][CH3:3]. The catalyst class is: 7. (7) Product: [NH:42]1[CH:41]=[C:45]([CH2:46][CH2:47][NH:48][C:21]([C:18]2[CH:17]=[N:16][C:15]([C:11]3[CH:12]=[CH:13][CH:14]=[C:9]([CH2:8][N:7]4[C:2](=[O:1])[CH:3]=[CH:4][C:5]([C:24]5[CH:29]=[C:28]([F:30])[C:27]([F:31])=[C:26]([F:32])[CH:25]=5)=[N:6]4)[CH:10]=3)=[N:20][CH:19]=2)=[O:23])[N:44]=[CH:43]1. Reactant: [O:1]=[C:2]1[N:7]([CH2:8][C:9]2[CH:10]=[C:11]([C:15]3[N:20]=[CH:19][C:18]([C:21]([OH:23])=O)=[CH:17][N:16]=3)[CH:12]=[CH:13][CH:14]=2)[N:6]=[C:5]([C:24]2[CH:29]=[C:28]([F:30])[C:27]([F:31])=[C:26]([F:32])[CH:25]=2)[CH:4]=[CH:3]1.CN1CCOCC1.C[CH2:41][N:42]=[C:43]=[N:44][CH2:45][CH2:46][CH2:47][N:48](C)C.Cl.C1C=CC2N(O)N=NC=2C=1.NCCC1N=CNC=1. The catalyst class is: 18.